Dataset: Peptide-MHC class II binding affinity with 134,281 pairs from IEDB. Task: Regression. Given a peptide amino acid sequence and an MHC pseudo amino acid sequence, predict their binding affinity value. This is MHC class II binding data. (1) The peptide sequence is GAVDIINKWQVVAPQ. The MHC is HLA-DPA10103-DPB10401 with pseudo-sequence HLA-DPA10103-DPB10401. The binding affinity (normalized) is 0.331. (2) The peptide sequence is IGCAMLHWSLILPGI. The MHC is DRB1_0301 with pseudo-sequence DRB1_0301. The binding affinity (normalized) is 0.648.